This data is from Reaction yield outcomes from USPTO patents with 853,638 reactions. The task is: Predict the reaction yield, written as a fraction of the theoretical maximum amount of product (1.0 means a 100% yield; for example, 0.34 means a 34% yield). The reactants are [Cl:1][CH2:2][CH2:3][OH:4].C([N-]C(C)C)(C)C.[Li+].[Br:13][C:14]1[CH:21]=[C:20](F)[C:19]([N+:23]([O-:25])=[O:24])=[CH:18][C:15]=1[C:16]#[N:17].O. The catalyst is C1COCC1. The product is [Br:13][C:14]1[CH:21]=[C:20]([O:4][CH2:3][CH2:2][Cl:1])[C:19]([N+:23]([O-:25])=[O:24])=[CH:18][C:15]=1[C:16]#[N:17]. The yield is 0.840.